This data is from Catalyst prediction with 721,799 reactions and 888 catalyst types from USPTO. The task is: Predict which catalyst facilitates the given reaction. (1) Reactant: [Cl:1][C:2]1[CH:3]=[C:4]([CH:9]=[C:10]([O:14][CH:15]([CH3:17])[CH3:16])[C:11]=1[O:12][CH3:13])[C:5]([O:7]C)=[O:6]. Product: [Cl:1][C:2]1[CH:3]=[C:4]([CH:9]=[C:10]([O:14][CH:15]([CH3:17])[CH3:16])[C:11]=1[O:12][CH3:13])[C:5]([OH:7])=[O:6]. The catalyst class is: 5. (2) Reactant: [NH2:1][C:2]1[CH:3]=[CH:4][CH:5]=[C:6]2[C:10]=1[NH:9][C:8]([C:11]([O:13][CH2:14][CH3:15])=[O:12])=[CH:7]2.[Cl:16]N1C(=O)CCC1=O.CN(C)C=O. Product: [NH2:1][C:2]1[C:3]([Cl:16])=[CH:4][CH:5]=[C:6]2[C:10]=1[NH:9][C:8]([C:11]([O:13][CH2:14][CH3:15])=[O:12])=[CH:7]2. The catalyst class is: 6. (3) Reactant: CN(C(ON1N=NC2C=CC=NC1=2)=[N+](C)C)C.F[P-](F)(F)(F)(F)F.[NH2:25][C:26]([CH3:30])([CH3:29])[CH2:27][OH:28].[F:31][CH:32]([F:64])[O:33][C:34]1[CH:35]=[C:36]2[C:40](=[CH:41][CH:42]=1)[N:39]([CH3:43])[N:38]=[C:37]2[C:44]1[N:45]=[C:46]2[C:52]([C:53](O)=[O:54])=[CH:51][N:50]([CH2:56][O:57][CH2:58][CH2:59][Si:60]([CH3:63])([CH3:62])[CH3:61])[C:47]2=[N:48][CH:49]=1. Product: [F:64][CH:32]([F:31])[O:33][C:34]1[CH:35]=[C:36]2[C:40](=[CH:41][CH:42]=1)[N:39]([CH3:43])[N:38]=[C:37]2[C:44]1[N:45]=[C:46]2[C:52]([C:53]([NH:25][C:26]([CH3:30])([CH3:29])[CH2:27][OH:28])=[O:54])=[CH:51][N:50]([CH2:56][O:57][CH2:58][CH2:59][Si:60]([CH3:62])([CH3:61])[CH3:63])[C:47]2=[N:48][CH:49]=1. The catalyst class is: 3.